Dataset: Peptide-MHC class II binding affinity with 134,281 pairs from IEDB. Task: Regression. Given a peptide amino acid sequence and an MHC pseudo amino acid sequence, predict their binding affinity value. This is MHC class II binding data. (1) The peptide sequence is EGATPEAKYDAYVAT. The MHC is HLA-DPA10103-DPB10401 with pseudo-sequence HLA-DPA10103-DPB10401. The binding affinity (normalized) is 0. (2) The peptide sequence is ASVGKMIDGIGRFYI. The MHC is DRB3_0101 with pseudo-sequence DRB3_0101. The binding affinity (normalized) is 0.477. (3) The peptide sequence is ELEKYQQLNSERGVPN. The MHC is H-2-IAd with pseudo-sequence H-2-IAd. The binding affinity (normalized) is 0.246. (4) The peptide sequence is GELQIVDKIDAACKI. The MHC is DRB1_1302 with pseudo-sequence DRB1_1302. The binding affinity (normalized) is 0.662. (5) The peptide sequence is QHRDVLQLYAPEAFNYMDKF. The MHC is DRB1_0301 with pseudo-sequence DRB1_0301. The binding affinity (normalized) is 0.898. (6) The peptide sequence is DIKVQFQSGGNNSPA. The MHC is HLA-DPA10201-DPB10501 with pseudo-sequence HLA-DPA10201-DPB10501. The binding affinity (normalized) is 0. (7) The peptide sequence is EKKYFAATQWEPLAA. The MHC is HLA-DPA10103-DPB10601 with pseudo-sequence HLA-DPA10103-DPB10601. The binding affinity (normalized) is 0.815. (8) The peptide sequence is EPRAPWIEQEGPEYW. The MHC is HLA-DQA10301-DQB10302 with pseudo-sequence HLA-DQA10301-DQB10302. The binding affinity (normalized) is 0.422. (9) The peptide sequence is SYKICTDKMFFVKNP. The MHC is DRB1_0404 with pseudo-sequence DRB1_0404. The binding affinity (normalized) is 0.671.